From a dataset of Catalyst prediction with 721,799 reactions and 888 catalyst types from USPTO. Predict which catalyst facilitates the given reaction. (1) Reactant: [F:1][C:2]1[CH:3]=[C:4]2[C:9](=[N:10][C:11]=1[N:12]1[CH2:16][C:15](=[N:17][O:18][CH3:19])[CH:14]([CH2:20][NH:21]/C(/C)=C\C(OCC)=O)[CH2:13]1)[N:8]([CH:30]1[CH2:32][CH2:31]1)[CH:7]=[C:6]([C:33]([OH:35])=[O:34])[C:5]2=[O:36].C(O)C.[CH3:40][S:41]([OH:44])(=[O:43])=[O:42]. Product: [S:41]([OH:44])(=[O:43])(=[O:42])[CH3:40].[NH2:21][CH2:20][CH:14]1[CH2:13][N:12]([C:11]2[N:10]=[C:9]3[C:4]([C:5](=[O:36])[C:6]([C:33]([OH:35])=[O:34])=[CH:7][N:8]3[CH:30]3[CH2:32][CH2:31]3)=[CH:3][C:2]=2[F:1])[CH2:16]/[C:15]/1=[N:17]\[O:18][CH3:19]. The catalyst class is: 2. (2) Reactant: [C:1]([O:5][C:6](=[O:16])[NH:7][CH2:8][C:9](/[N:11]=[CH:12]/[N:13](C)C)=[O:10])([CH3:4])([CH3:3])[CH3:2].Cl.NO. Product: [C:1]([O:5][C:6](=[O:16])[NH:7][CH2:8][C:9]1[O:10][N:13]=[CH:12][N:11]=1)([CH3:4])([CH3:3])[CH3:2]. The catalyst class is: 8. (3) Reactant: [F:1][C:2]1[CH:9]=[CH:8][CH:7]=[C:6]([OH:10])[C:3]=1[C:4]#[N:5].C(=O)([O-])[O-].[K+].[K+].Br[CH2:18][C:19]([NH2:21])=[O:20].[OH-].[K+]. Product: [NH2:5][C:4]1[C:3]2[C:2]([F:1])=[CH:9][CH:8]=[CH:7][C:6]=2[O:10][C:18]=1[C:19]([NH2:21])=[O:20]. The catalyst class is: 40. (4) Reactant: [C:1]([C@H:5]1[CH2:10][CH2:9][C@H:8]([O:11][C:12]2[CH:21]=[CH:20][CH:19]=[C:18]3[C:13]=2[CH:14]=[CH:15][C:16]([CH:22]=O)=[CH:17]3)[CH2:7][CH2:6]1)([CH3:4])([CH3:3])[CH3:2].[NH:24]1[CH2:29][CH2:28][CH:27]([C:30]([O:32][CH2:33][CH3:34])=[O:31])[CH2:26][CH2:25]1.[BH-](OC(C)=O)(OC(C)=O)OC(C)=O.[Na+].O. Product: [C:1]([C@H:5]1[CH2:10][CH2:9][C@H:8]([O:11][C:12]2[CH:21]=[CH:20][CH:19]=[C:18]3[C:13]=2[CH:14]=[CH:15][C:16]([CH2:22][N:24]2[CH2:29][CH2:28][CH:27]([C:30]([O:32][CH2:33][CH3:34])=[O:31])[CH2:26][CH2:25]2)=[CH:17]3)[CH2:7][CH2:6]1)([CH3:4])([CH3:3])[CH3:2]. The catalyst class is: 26. (5) The catalyst class is: 18. Product: [CH:18]([C:21]1[CH:26]=[CH:25][C:24]([CH2:27][C:28]([NH:15][C@@H:13]([C:10]2[CH:9]=[CH:8][C:7]([O:6][CH2:5][C:4]([F:3])([F:16])[F:17])=[CH:12][N:11]=2)[CH3:14])=[O:29])=[CH:23][CH:22]=1)([CH3:20])[CH3:19]. Reactant: Cl.Cl.[F:3][C:4]([F:17])([F:16])[CH2:5][O:6][C:7]1[CH:8]=[CH:9][C:10]([C@H:13]([NH2:15])[CH3:14])=[N:11][CH:12]=1.[CH:18]([C:21]1[CH:26]=[CH:25][C:24]([CH2:27][C:28](O)=[O:29])=[CH:23][CH:22]=1)([CH3:20])[CH3:19].C(Cl)CCl.ON1C2N=CC=CC=2N=N1.C(N(C(C)C)CC)(C)C. (6) Reactant: Cl[C:2]1[N:7]=[C:6]([N:8]([C:10]2[CH:15]=[CH:14][C:13]([F:16])=[C:12]([Cl:17])[C:11]=2[F:18])[CH3:9])[CH:5]=[CH:4][N:3]=1.[Cl:19][C:20]1[CH:25]=[C:24]([N:26]2[CH2:31][CH2:30][O:29][CH2:28][CH2:27]2)[N:23]=[C:22]([NH2:32])[CH:21]=1.C(=O)([O-])[O-].[K+].[K+].CC1(C)C2C(=C(P(C3C=CC=CC=3)C3C=CC=CC=3)C=CC=2)OC2C(P(C3C=CC=CC=3)C3C=CC=CC=3)=CC=CC1=2. Product: [Cl:17][C:12]1[C:11]([F:18])=[C:10]([N:8]([CH3:9])[C:6]2[CH:5]=[CH:4][N:3]=[C:2]([NH:32][C:22]3[CH:21]=[C:20]([Cl:19])[CH:25]=[C:24]([N:26]4[CH2:27][CH2:28][O:29][CH2:30][CH2:31]4)[N:23]=3)[N:7]=2)[CH:15]=[CH:14][C:13]=1[F:16]. The catalyst class is: 101.